From a dataset of NCI-60 drug combinations with 297,098 pairs across 59 cell lines. Regression. Given two drug SMILES strings and cell line genomic features, predict the synergy score measuring deviation from expected non-interaction effect. (1) Drug 1: CC1OCC2C(O1)C(C(C(O2)OC3C4COC(=O)C4C(C5=CC6=C(C=C35)OCO6)C7=CC(=C(C(=C7)OC)O)OC)O)O. Drug 2: C(=O)(N)NO. Cell line: NCI-H226. Synergy scores: CSS=16.0, Synergy_ZIP=-3.82, Synergy_Bliss=-3.58, Synergy_Loewe=-13.0, Synergy_HSA=-2.61. (2) Drug 1: COC1=NC(=NC2=C1N=CN2C3C(C(C(O3)CO)O)O)N. Drug 2: C1C(C(OC1N2C=NC3=C2NC=NCC3O)CO)O. Cell line: HCT116. Synergy scores: CSS=3.30, Synergy_ZIP=2.69, Synergy_Bliss=5.09, Synergy_Loewe=1.31, Synergy_HSA=1.84. (3) Drug 1: CC(C)(C#N)C1=CC(=CC(=C1)CN2C=NC=N2)C(C)(C)C#N. Drug 2: C1=NC(=NC(=O)N1C2C(C(C(O2)CO)O)O)N. Cell line: NCI-H322M. Synergy scores: CSS=-0.906, Synergy_ZIP=0.263, Synergy_Bliss=7.03, Synergy_Loewe=-12.0, Synergy_HSA=-9.16.